The task is: Predict the product of the given reaction.. This data is from Forward reaction prediction with 1.9M reactions from USPTO patents (1976-2016). (1) Given the reactants [CH2:1]([NH:8][C:9](=[O:17])[C:10]([F:16])([F:15])[CH2:11][C:12](O)=[O:13])[C:2]1[CH:7]=[CH:6][CH:5]=[CH:4][CH:3]=1.O=S(Cl)Cl, predict the reaction product. The product is: [CH2:1]([N:8]1[C:12](=[O:13])[CH2:11][C:10]([F:16])([F:15])[C:9]1=[O:17])[C:2]1[CH:7]=[CH:6][CH:5]=[CH:4][CH:3]=1. (2) Given the reactants [NH2:1][C:2]1[CH:10]=[C:9]([CH2:11][N:12]2[CH2:16][CH2:15][C@@H:14]([NH:17][C:18]([O:20][C:21]([CH3:24])([CH3:23])[CH3:22])=[O:19])[CH2:13]2)[C:8]([Br:25])=[CH:7][C:3]=1[C:4](O)=[O:5].Cl.[Cl:27][C:28]1[CH:29]=[CH:30][C:31]([S:36]([CH2:39][CH3:40])(=[O:38])=[O:37])=[C:32]([CH2:34][NH2:35])[CH:33]=1, predict the reaction product. The product is: [NH2:1][C:2]1[C:3]([C:4](=[O:5])[NH:35][CH2:34][C:32]2[CH:33]=[C:28]([Cl:27])[CH:29]=[CH:30][C:31]=2[S:36]([CH2:39][CH3:40])(=[O:38])=[O:37])=[CH:7][C:8]([Br:25])=[C:9]([CH2:11][N:12]2[CH2:16][CH2:15][C@@H:14]([NH:17][C:18](=[O:19])[O:20][C:21]([CH3:22])([CH3:24])[CH3:23])[CH2:13]2)[CH:10]=1. (3) Given the reactants [NH2:1][C:2]1[S:10][C:5]2[CH2:6]OCC[C:4]=2[C:3]=1[C:11]([O:13][CH2:14][CH3:15])=[O:12].[O:16]1[CH2:21][CH2:20]C(CC=O)[CH2:18][CH2:17]1.[S].C(CC(OCC)=O)#N, predict the reaction product. The product is: [NH2:1][C:2]1[S:10][C:5]([CH:6]2[CH2:20][CH2:21][O:16][CH2:17][CH2:18]2)=[CH:4][C:3]=1[C:11]([O:13][CH2:14][CH3:15])=[O:12]. (4) Given the reactants [N+:1]([C:4]1[CH:5]=[C:6]2[CH:15]=[CH:14][CH:13]=[C:12]3[C:7]2=[C:8]([CH:18]=1)[C:9](=[O:17])O[C:11]3=[O:16])([O-:3])=[O:2].[NH2:19][CH2:20][CH2:21][CH2:22][CH2:23][CH2:24][C:25]([OH:27])=[O:26], predict the reaction product. The product is: [N+:1]([C:4]1[CH:5]=[C:6]2[CH:15]=[CH:14][CH:13]=[C:12]3[C:7]2=[C:8]([CH:18]=1)[C:9](=[O:17])[N:19]([CH2:20][CH2:21][CH2:22][CH2:23][CH2:24][C:25]([OH:27])=[O:26])[C:11]3=[O:16])([O-:3])=[O:2]. (5) Given the reactants [NH2:1][C:2]1[CH:9]=[CH:8][C:7](Br)=[CH:6][C:3]=1[C:4]#[N:5].[C:11]1(B(O)O)[CH:16]=[CH:15][CH:14]=[CH:13][CH:12]=1.C(=O)([O-])[O-].[K+].[K+], predict the reaction product. The product is: [NH2:1][C:2]1[CH:9]=[C:8]([C:11]2[CH:16]=[CH:15][CH:14]=[CH:13][CH:12]=2)[CH:7]=[CH:6][C:3]=1[C:4]#[N:5]. (6) Given the reactants [NH2:1][C:2]([NH2:4])=[NH:3].Cl.NCCC[NH:10][C:11](=[O:15])[C:12]([CH3:14])=[CH2:13].[OH-].[Na+].C(N([CH2:23][CH3:24])CC)C.[C:25](#N)C, predict the reaction product. The product is: [NH:3]([CH2:25][CH2:23][CH2:24][CH:13]=[C:12]([CH3:14])[C:11]([NH2:10])=[O:15])[C:2]([NH2:4])=[NH:1]. (7) Given the reactants [OH:1][C:2]1[CH:9]=[CH:8][CH:7]=[CH:6][C:3]=1[CH:4]=[O:5].[CH2:10](Br)[CH:11]=[CH2:12].C([O-])([O-])=O.[K+].[K+], predict the reaction product. The product is: [CH2:12]([O:1][C:2]1[CH:9]=[CH:8][CH:7]=[CH:6][C:3]=1[CH:4]=[O:5])[CH:11]=[CH2:10]. (8) Given the reactants [CH2:1]([O:8][C:9]1[C:10](Br)=[CH:11][C:12]2[CH2:16][CH:15]([CH3:17])[S:14][C:13]=2[CH:18]=1)[C:2]1[CH:7]=[CH:6][CH:5]=[CH:4][CH:3]=1.[Li]CCCC.[B:25](OC)([O:28]C)[O:26]C.Cl, predict the reaction product. The product is: [CH2:1]([O:8][C:9]1[C:10]([B:25]([OH:28])[OH:26])=[CH:11][C:12]2[CH2:16][CH:15]([CH3:17])[S:14][C:13]=2[CH:18]=1)[C:2]1[CH:7]=[CH:6][CH:5]=[CH:4][CH:3]=1.